This data is from Forward reaction prediction with 1.9M reactions from USPTO patents (1976-2016). The task is: Predict the product of the given reaction. (1) The product is: [OH:28][N:27]=[CH:26][C:22]1[CH:21]=[C:20]([CH:25]=[CH:24][CH:23]=1)[CH2:19][NH:18][C:16](=[O:17])[CH2:15][CH2:14][C:13]([OH:29])=[O:12]. Given the reactants FC(F)(F)C(O)=O.C([O:12][C:13](=[O:29])[CH2:14][CH2:15][C:16]([NH:18][CH2:19][C:20]1[CH:25]=[CH:24][CH:23]=[C:22]([CH:26]=[N:27][OH:28])[CH:21]=1)=[O:17])(C)(C)C, predict the reaction product. (2) Given the reactants [C:1](N1C=CN=C1)([N:3]1[CH:7]=[CH:6][N:5]=[CH:4]1)=[O:2].[CH:13]1([NH:18][C:19]2[CH:24]=[CH:23][C:22]([Cl:25])=[C:21]([Cl:26])[CH:20]=2)[CH2:17][CH2:16][CH2:15][CH2:14]1.NC1[S:29]C=CN=1, predict the reaction product. The product is: [CH:13]1([N:18]([C:19]2[CH:24]=[CH:23][C:22]([Cl:25])=[C:21]([Cl:26])[CH:20]=2)[C:1]([NH:3][C:4]2[S:29][CH:7]=[CH:6][N:5]=2)=[O:2])[CH2:14][CH2:15][CH2:16][CH2:17]1.